Dataset: Full USPTO retrosynthesis dataset with 1.9M reactions from patents (1976-2016). Task: Predict the reactants needed to synthesize the given product. (1) Given the product [C:21]([O:20][C:19](=[O:25])[NH:18][C:3]1([CH2:2][O:1][Si:35]([C:31]([CH3:34])([CH3:33])[CH3:32])([CH3:37])[CH3:36])[CH2:8][CH2:7][N:6]([C:9]2[C:10]([N+:15]([O-:17])=[O:16])=[N:11][CH:12]=[CH:13][CH:14]=2)[CH2:5][CH2:4]1)([CH3:22])([CH3:24])[CH3:23], predict the reactants needed to synthesize it. The reactants are: [OH:1][CH2:2][C:3]1([NH:18][C:19](=[O:25])[O:20][C:21]([CH3:24])([CH3:23])[CH3:22])[CH2:8][CH2:7][N:6]([C:9]2[C:10]([N+:15]([O-:17])=[O:16])=[N:11][CH:12]=[CH:13][CH:14]=2)[CH2:5][CH2:4]1.N1C=CN=C1.[C:31]([Si:35](Cl)([CH3:37])[CH3:36])([CH3:34])([CH3:33])[CH3:32].[SiH3]O[SiH3]. (2) The reactants are: Br[C:2]1[C:6]([N:7]([CH3:9])[CH3:8])=[C:5]([C:10]2[CH:15]=[CH:14][C:13]([Cl:16])=[CH:12][CH:11]=2)[S:4][C:3]=1[C:17]([O:19][CH2:20][CH3:21])=[O:18].C(O)C.[S:25]([C:29]1[CH:34]=[CH:33][C:32](B(O)O)=[CH:31][CH:30]=1)(=[O:28])(=[O:27])[NH2:26].C(=O)([O-])[O-].[K+].[K+]. Given the product [Cl:16][C:13]1[CH:14]=[CH:15][C:10]([C:5]2[S:4][C:3]([C:17]([O:19][CH2:20][CH3:21])=[O:18])=[C:2]([C:32]3[CH:33]=[CH:34][C:29]([S:25](=[O:28])(=[O:27])[NH2:26])=[CH:30][CH:31]=3)[C:6]=2[N:7]([CH3:9])[CH3:8])=[CH:11][CH:12]=1, predict the reactants needed to synthesize it. (3) Given the product [CH2:42]1[CH:40]2[CH:36]([C:13]3[O:17][N:18]=[C:19]([NH2:24])[N:14]=3)[CH2:34][N:37]([CH2:38]2)[CH2:41]1, predict the reactants needed to synthesize it. The reactants are: N1CCCC(C(O)=O)C1.CN([C:13]([O:17][N:18]1N=NC2C=CC=[N:24][C:19]1=2)=[N+:14](C)C)C.F[P-](F)(F)(F)(F)F.[CH:34]([N:37]([CH2:41][CH3:42])[CH:38]([CH3:40])C)([CH3:36])C. (4) The reactants are: [C:1]([OH:7])(=O)[CH2:2][C:3]([OH:5])=O.[S-:8][C:9]#[N:10].[K+].[C:12](OC(=O)C)(=[O:14])[CH3:13].C(O)(=[O:21])C. Given the product [C:12]([C:2]1[C:1](=[O:7])[S:8][C:9](=[O:21])[NH:10][C:3]=1[OH:5])(=[O:14])[CH3:13], predict the reactants needed to synthesize it. (5) The reactants are: [CH3:1][NH:2][C:3]([C:8]1[CH:13]=[CH:12][CH:11]=[CH:10][CH:9]=1)([CH2:6][CH3:7])[CH2:4][OH:5].[Li]CCCC.[CH3:19][O:20][C:21]1[CH:22]=[C:23]([CH:27]=[C:28]([O:32][CH3:33])[C:29]=1[O:30][CH3:31])[C:24](Cl)=[O:25].C(O)(=O)C. Given the product [CH3:7][CH2:6][C:3]([NH:2][CH3:1])([C:8]1[CH:13]=[CH:12][CH:11]=[CH:10][CH:9]=1)[CH2:4][O:5][C:24]([C:23]1[CH:27]=[C:28]([O:32][CH3:33])[C:29]([O:30][CH3:31])=[C:21]([O:20][CH3:19])[CH:22]=1)=[O:25], predict the reactants needed to synthesize it. (6) Given the product [NH2:18][C@:19]12[CH2:55][CH2:54][C@@H:53]([CH:56]([CH3:61])[C:57]([O:59][CH3:60])=[O:58])[C@@H:20]1[C@@H:21]1[C@@:34]([CH3:37])([CH2:35][CH2:36]2)[C@@:33]2([CH3:38])[C@@H:24]([C@:25]3([CH3:52])[C@@H:30]([CH2:31][CH2:32]2)[C:29]([CH3:40])([CH3:39])[C:28]([C:41]2[CH:50]=[CH:49][C:44]([C:45]([O:47][CH3:48])=[O:46])=[C:43]([F:51])[CH:42]=2)=[CH:27][CH2:26]3)[CH2:23][CH2:22]1, predict the reactants needed to synthesize it. The reactants are: C1C2C(COC([NH:18][C@:19]34[CH2:55][CH2:54][C@@H:53]([CH:56]([CH3:61])[C:57]([O:59][CH3:60])=[O:58])[C@@H:20]3[C@@H:21]3[C@@:34]([CH3:37])([CH2:35][CH2:36]4)[C@@:33]4([CH3:38])[C@@H:24]([C@:25]5([CH3:52])[C@@H:30]([CH2:31][CH2:32]4)[C:29]([CH3:40])([CH3:39])[C:28]([C:41]4[CH:50]=[CH:49][C:44]([C:45]([O:47][CH3:48])=[O:46])=[C:43]([F:51])[CH:42]=4)=[CH:27][CH2:26]5)[CH2:23][CH2:22]3)=O)C3C(=CC=CC=3)C=2C=CC=1.N1CCCCC1. (7) Given the product [CH2:2]([O:9][C:10]1[CH:19]=[CH:18][CH:17]=[C:16]2[C:11]=1[CH2:12][CH2:13][CH2:14][CH:15]2[C:20]([N:22]([CH2:23][C:24]1[CH:25]=[N:26][N:27]([CH2:52][C:49]2[CH:50]=[CH:51][C:46]([O:45][CH2:38][C:39]3[CH:44]=[CH:43][CH:42]=[CH:41][CH:40]=3)=[CH:47][N:48]=2)[CH:28]=1)[C:29]1[CH:30]=[N:31][C:32]([CH:35]([CH3:37])[CH3:36])=[CH:33][CH:34]=1)=[O:21])[C:3]1[CH:8]=[CH:7][CH:6]=[CH:5][CH:4]=1, predict the reactants needed to synthesize it. The reactants are: Cl.[CH2:2]([O:9][C:10]1[CH:19]=[CH:18][CH:17]=[C:16]2[C:11]=1[CH2:12][CH2:13][CH2:14][CH:15]2[C:20]([N:22]([C:29]1[CH:30]=[N:31][C:32]([CH:35]([CH3:37])[CH3:36])=[CH:33][CH:34]=1)[CH2:23][C:24]1[CH:25]=[N:26][NH:27][CH:28]=1)=[O:21])[C:3]1[CH:8]=[CH:7][CH:6]=[CH:5][CH:4]=1.[CH2:38]([O:45][C:46]1[CH:47]=[N:48][C:49]([CH2:52]Cl)=[CH:50][CH:51]=1)[C:39]1[CH:44]=[CH:43][CH:42]=[CH:41][CH:40]=1.